From a dataset of Reaction yield outcomes from USPTO patents with 853,638 reactions. Predict the reaction yield, written as a fraction of the theoretical maximum amount of product (1.0 means a 100% yield; for example, 0.34 means a 34% yield). (1) The reactants are [C:1]([C:3]1[C:11]2[S:10][C:9]([NH:12][C:13]([CH:15]3CC3)=[O:14])=[N:8][C:7]=2[CH:6]=[CH:5][C:4]=1[O:18][C:19]1[CH:20]=[C:21]([NH:25][C:26](=[O:38])[C:27]2[CH:32]=[CH:31][CH:30]=[C:29]([C:33]([C:36]#[N:37])([CH3:35])[CH3:34])[CH:28]=2)[CH:22]=[CH:23][CH:24]=1)#[N:2].ClCC(Cl)=O.C(=O)([O-])O.[Na+].C(N(CC)CC)C.[CH3:56][N:57]1[CH2:62][CH2:61][NH:60][CH2:59][CH2:58]1. The catalyst is CN(C)C(=O)C.C(OCC)(=O)C. The product is [C:36]([C:33]([C:29]1[CH:28]=[C:27]([CH:32]=[CH:31][CH:30]=1)[C:26]([NH:25][C:21]1[CH:22]=[CH:23][CH:24]=[C:19]([O:18][C:4]2[CH:5]=[CH:6][C:7]3[N:8]=[C:9]([NH:12][C:13](=[O:14])[CH2:15][N:60]4[CH2:61][CH2:62][N:57]([CH3:56])[CH2:58][CH2:59]4)[S:10][C:11]=3[C:3]=2[C:1]#[N:2])[CH:20]=1)=[O:38])([CH3:34])[CH3:35])#[N:37]. The yield is 0.640. (2) The reactants are [Cl:1][C:2]1[CH:7]=[CH:6][C:5]([O:8][CH3:9])=[C:4]([C:10]#[CH:11])[CH:3]=1.Br[C:13]1[C:18]([F:19])=[CH:17][CH:16]=[CH:15][C:14]=1[NH:20]C(=O)C(F)(F)F.O. The yield is 0.200. The catalyst is CCCC[N+](CCCC)(CCCC)CCCC.[F-].Cl[Pd](Cl)([P](C1C=CC=CC=1)(C1C=CC=CC=1)C1C=CC=CC=1)[P](C1C=CC=CC=1)(C1C=CC=CC=1)C1C=CC=CC=1. The product is [Cl:1][C:2]1[CH:7]=[CH:6][C:5]([O:8][CH3:9])=[C:4]([C:10]2[NH:20][C:14]3[C:13]([CH:11]=2)=[C:18]([F:19])[CH:17]=[CH:16][CH:15]=3)[CH:3]=1. (3) The reactants are [N+:1]([C:4]1[CH:9]=[CH:8][C:7]([CH2:10][CH2:11][CH2:12][CH2:13][OH:14])=[CH:6][CH:5]=1)([O-:3])=[O:2].[CH2:24](P([CH2:24][CH2:25][CH2:26][CH3:27])[CH2:24][CH2:25][CH2:26][CH3:27])[CH2:25][CH2:26][CH3:27].CCOC(/N=N/C(O[CH2:38][CH3:39])=O)=O. The catalyst is C(Cl)Cl. The product is [N+:1]([C:4]1[CH:5]=[CH:6][C:7]([CH2:10][CH2:11][CH2:12][CH2:13][O:14][C:7]2[CH:8]=[CH:9][C:4]([NH:1][C:27]3[CH:26]=[CH:25][CH:24]=[CH:39][CH:38]=3)=[CH:5][CH:6]=2)=[CH:8][CH:9]=1)([O-:3])=[O:2]. The yield is 0.350. (4) The product is [CH3:29][S:30]([O:21][CH2:20][C:19]1[C:15]([C:10]2[N:9]([C:4]3[CH:5]=[CH:6][C:7]([F:8])=[C:2]([Cl:1])[CH:3]=3)[C:13](=[O:14])[O:12][N:11]=2)=[N:16][O:17][N:18]=1)(=[O:32])=[O:31]. The catalyst is C(Cl)Cl.O. The reactants are [Cl:1][C:2]1[CH:3]=[C:4]([N:9]2[C:13](=[O:14])[O:12][N:11]=[C:10]2[C:15]2[C:19]([CH2:20][OH:21])=[N:18][O:17][N:16]=2)[CH:5]=[CH:6][C:7]=1[F:8].C(N(CC)CC)C.[CH3:29][S:30](Cl)(=[O:32])=[O:31]. The yield is 0.830. (5) The reactants are [O:1]=[C:2]1[NH:7][C:6]2[CH:8]=[C:9]([CH2:12][N:13]3[CH2:18][CH2:17][N:16]([C:19]4[CH:29]=[CH:28][C:22]([C:23]([O:25]CC)=[O:24])=[CH:21][CH:20]=4)[CH2:15][CH2:14]3)[CH:10]=[N:11][C:5]=2[N:4]2[CH2:30][CH2:31][CH2:32][C@@H:3]12.[Li+].[OH-]. The catalyst is O1CCOCC1. The product is [O:1]=[C:2]1[NH:7][C:6]2[CH:8]=[C:9]([CH2:12][N:13]3[CH2:14][CH2:15][N:16]([C:19]4[CH:29]=[CH:28][C:22]([C:23]([OH:25])=[O:24])=[CH:21][CH:20]=4)[CH2:17][CH2:18]3)[CH:10]=[N:11][C:5]=2[N:4]2[CH2:30][CH2:31][CH2:32][C@@H:3]12. The yield is 0.860. (6) The catalyst is CN(C)C=O.[Cl-].[NH4+]. The reactants are [CH3:1][CH:2]([CH3:30])[CH2:3][CH:4]([NH:20][C:21]1[CH:29]=[CH:28][C:24]([C:25]([OH:27])=O)=[CH:23][N:22]=1)[C:5]1[CH:10]=[CH:9][C:8]([N:11]2[CH:15]=[C:14]([C:16]([F:19])([F:18])[F:17])[CH:13]=[N:12]2)=[CH:7][CH:6]=1.F[P-](F)(F)(F)(F)F.N1(OC(N(C)C)=[N+](C)C)C2N=CC=CC=2N=N1.Cl.[NH2:56][CH2:57][CH2:58][C:59]([O:61][CH3:62])=[O:60].C(N(C(C)C)CC)(C)C. The product is [CH3:30][CH:2]([CH3:1])[CH2:3][CH:4]([NH:20][C:21]1[CH:29]=[CH:28][C:24]([C:25]([NH:56][CH2:57][CH2:58][C:59]([O:61][CH3:62])=[O:60])=[O:27])=[CH:23][N:22]=1)[C:5]1[CH:6]=[CH:7][C:8]([N:11]2[CH:15]=[C:14]([C:16]([F:18])([F:17])[F:19])[CH:13]=[N:12]2)=[CH:9][CH:10]=1. The yield is 0.830.